From a dataset of Forward reaction prediction with 1.9M reactions from USPTO patents (1976-2016). Predict the product of the given reaction. (1) Given the reactants Cl.Cl[C:3]1[CH:8]=[CH:7][CH:6]=[CH:5][N+:4]=1[O-:9].[NH2:10][CH2:11][CH2:12][CH2:13][OH:14].C([O-])(O)=O.[Na+].C(O)(CC)(C)C, predict the reaction product. The product is: [OH:14][CH2:13][CH2:12][CH2:11][NH:10][C:3]1[CH:8]=[CH:7][CH:6]=[CH:5][N+:4]=1[O-:9]. (2) Given the reactants [NH2:1][C:2]1[CH:7]=[C:6]([N:8]2[CH2:12][CH2:11][CH2:10][S:9]2(=[O:14])=[O:13])[CH:5]=[CH:4][C:3]=1[C:15]([N:17]1[CH2:22][CH2:21][N:20]([C:23]2[C:28]([CH3:29])=[CH:27][C:26]([CH3:30])=[CH:25][N:24]=2)[CH2:19][CH2:18]1)=[O:16].[C:31](Cl)(=[O:33])[CH3:32], predict the reaction product. The product is: [CH3:29][C:28]1[C:23]([N:20]2[CH2:19][CH2:18][N:17]([C:15]([C:3]3[CH:4]=[CH:5][C:6]([N:8]4[CH2:12][CH2:11][CH2:10][S:9]4(=[O:13])=[O:14])=[CH:7][C:2]=3[NH:1][C:31](=[O:33])[CH3:32])=[O:16])[CH2:22][CH2:21]2)=[N:24][CH:25]=[C:26]([CH3:30])[CH:27]=1. (3) The product is: [NH2:16][C:4]1[N:3]=[C:2]([NH:17][CH2:18][CH2:19][C:20]([N:22]2[CH2:27][CH2:26][O:25][CH2:24][CH2:23]2)=[O:21])[CH:7]=[C:6]([C:8]2[CH:13]=[CH:12][CH:11]=[C:10]([CH3:14])[C:9]=2[CH3:15])[N:5]=1. Given the reactants Cl[C:2]1[CH:7]=[C:6]([C:8]2[CH:13]=[CH:12][CH:11]=[C:10]([CH3:14])[C:9]=2[CH3:15])[N:5]=[C:4]([NH2:16])[N:3]=1.[NH2:17][CH2:18][CH2:19][C:20]([N:22]1[CH2:27][CH2:26][O:25][CH2:24][CH2:23]1)=[O:21].CCN(C(C)C)C(C)C, predict the reaction product. (4) The product is: [Br:37][C:10]1[S:11][C:12]2[C:17]([NH:18][C@H:19]([CH3:22])[CH2:20][OH:21])=[N:16][C:15]([S:23][CH2:24][C:25]3[CH:30]=[CH:29][CH:28]=[CH:27][C:26]=3[F:31])=[N:14][C:13]=2[N:32]=1. Given the reactants N(OCCC(C)C)=O.N[C:10]1[S:11][C:12]2[C:17]([NH:18][C@H:19]([CH3:22])[CH2:20][OH:21])=[N:16][C:15]([S:23][CH2:24][C:25]3[CH:30]=[CH:29][CH:28]=[CH:27][C:26]=3[F:31])=[N:14][C:13]=2[N:32]=1.C(#N)C.C(Br)(Br)[Br:37], predict the reaction product.